Dataset: Peptide-MHC class II binding affinity with 134,281 pairs from IEDB. Task: Regression. Given a peptide amino acid sequence and an MHC pseudo amino acid sequence, predict their binding affinity value. This is MHC class II binding data. (1) The binding affinity (normalized) is 0.255. The MHC is HLA-DPA10301-DPB10402 with pseudo-sequence HLA-DPA10301-DPB10402. The peptide sequence is FDPYGATISATPKSA. (2) The peptide sequence is RTKYTATISGLKPGV. The MHC is DRB1_0701 with pseudo-sequence DRB1_0701. The binding affinity (normalized) is 0.645. (3) The peptide sequence is SGDVIVKAIGALEDI. The MHC is H-2-IAb with pseudo-sequence H-2-IAb. The binding affinity (normalized) is 0.369. (4) The peptide sequence is EICEVVLAKSPDTTC. The MHC is HLA-DPA10103-DPB10401 with pseudo-sequence HLA-DPA10103-DPB10401. The binding affinity (normalized) is 0. (5) The peptide sequence is GVTLVRKNRWLLLNV. The MHC is HLA-DQA10501-DQB10402 with pseudo-sequence HLA-DQA10501-DQB10402. The binding affinity (normalized) is 0.